Dataset: NCI-60 drug combinations with 297,098 pairs across 59 cell lines. Task: Regression. Given two drug SMILES strings and cell line genomic features, predict the synergy score measuring deviation from expected non-interaction effect. (1) Drug 1: CC1C(C(CC(O1)OC2CC(CC3=C2C(=C4C(=C3O)C(=O)C5=C(C4=O)C(=CC=C5)OC)O)(C(=O)C)O)N)O.Cl. Drug 2: C1=CC(=CC=C1C#N)C(C2=CC=C(C=C2)C#N)N3C=NC=N3. Cell line: SF-295. Synergy scores: CSS=17.0, Synergy_ZIP=-2.96, Synergy_Bliss=-6.03, Synergy_Loewe=-3.68, Synergy_HSA=-4.28. (2) Drug 1: CCC(=C(C1=CC=CC=C1)C2=CC=C(C=C2)OCCN(C)C)C3=CC=CC=C3.C(C(=O)O)C(CC(=O)O)(C(=O)O)O. Drug 2: C1C(C(OC1N2C=NC3=C2NC=NCC3O)CO)O. Cell line: HL-60(TB). Synergy scores: CSS=3.01, Synergy_ZIP=2.29, Synergy_Bliss=5.58, Synergy_Loewe=3.58, Synergy_HSA=3.65. (3) Drug 1: CCCCCOC(=O)NC1=NC(=O)N(C=C1F)C2C(C(C(O2)C)O)O. Drug 2: C(CC(=O)O)C(=O)CN.Cl. Cell line: SK-OV-3. Synergy scores: CSS=6.52, Synergy_ZIP=-2.88, Synergy_Bliss=2.92, Synergy_Loewe=1.85, Synergy_HSA=1.76. (4) Drug 1: C1CN1C2=NC(=NC(=N2)N3CC3)N4CC4. Drug 2: C1C(C(OC1N2C=NC(=NC2=O)N)CO)O. Cell line: NCI-H522. Synergy scores: CSS=34.9, Synergy_ZIP=-1.89, Synergy_Bliss=2.87, Synergy_Loewe=5.67, Synergy_HSA=7.02. (5) Drug 1: CC(CN1CC(=O)NC(=O)C1)N2CC(=O)NC(=O)C2. Drug 2: CCC1(CC2CC(C3=C(CCN(C2)C1)C4=CC=CC=C4N3)(C5=C(C=C6C(=C5)C78CCN9C7C(C=CC9)(C(C(C8N6C)(C(=O)OC)O)OC(=O)C)CC)OC)C(=O)OC)O.OS(=O)(=O)O. Cell line: DU-145. Synergy scores: CSS=41.3, Synergy_ZIP=-5.90, Synergy_Bliss=-3.46, Synergy_Loewe=-23.3, Synergy_HSA=-1.00. (6) Drug 1: CC1C(C(=O)NC(C(=O)N2CCCC2C(=O)N(CC(=O)N(C(C(=O)O1)C(C)C)C)C)C(C)C)NC(=O)C3=C4C(=C(C=C3)C)OC5=C(C(=O)C(=C(C5=N4)C(=O)NC6C(OC(=O)C(N(C(=O)CN(C(=O)C7CCCN7C(=O)C(NC6=O)C(C)C)C)C)C(C)C)C)N)C. Drug 2: C1CC(C1)(C(=O)O)C(=O)O.[NH2-].[NH2-].[Pt+2]. Cell line: LOX IMVI. Synergy scores: CSS=21.7, Synergy_ZIP=-2.85, Synergy_Bliss=3.59, Synergy_Loewe=3.39, Synergy_HSA=3.04.